Dataset: Forward reaction prediction with 1.9M reactions from USPTO patents (1976-2016). Task: Predict the product of the given reaction. Given the reactants C(OC(N1CCC(OC2C=C(C(C)(C)C)C=CC=2C(N[C:20]2[CH:35]=[CH:34][CH:33]=[CH:32][C:21]=2[C:22]([NH:24][C:25]2[CH:30]=[CH:29][C:28]([Cl:31])=[CH:27][N:26]=2)=[O:23])=O)CC1)=O)(C)(C)C, predict the reaction product. The product is: [Cl:31][C:28]1[CH:29]=[CH:30][C:25]([NH:24][C:22](=[O:23])[C:21]2[CH:32]=[CH:33][CH:34]=[CH:35][CH:20]=2)=[N:26][CH:27]=1.